From a dataset of Forward reaction prediction with 1.9M reactions from USPTO patents (1976-2016). Predict the product of the given reaction. (1) Given the reactants Br[C:2]1[CH:3]=[C:4]([N:8]2[CH2:16][CH:15]3[CH2:17][N:11]4[CH2:12][CH:13]([CH2:18][CH:9]2[CH2:10]4)[CH2:14]3)[CH:5]=[N:6][CH:7]=1.[CH3:19][O:20][C:21]1[CH:26]=[CH:25][C:24](B(O)O)=[CH:23][N:22]=1, predict the reaction product. The product is: [CH3:19][O:20][C:21]1[N:22]=[CH:23][C:24]([C:2]2[CH:7]=[N:6][CH:5]=[C:4]([N:8]3[CH2:16][CH:15]4[CH2:17][N:11]5[CH2:12][CH:13]([CH2:18][CH:9]3[CH2:10]5)[CH2:14]4)[CH:3]=2)=[CH:25][CH:26]=1. (2) Given the reactants [Br:1][C:2]1[CH:3]=[CH:4][C:5]2[CH:11]3[CH2:12][CH:9]([CH2:10]3)[N:8]3[CH:13]=[C:14]([C:16]([O:18][CH3:19])=[O:17])[N:15]=[C:7]3[C:6]=2[CH:20]=1.[CH3:21][N:22]1[C:26]([CH:27]=[O:28])=[CH:25][CH:24]=[N:23]1, predict the reaction product. The product is: [Br:1][C:2]1[CH:3]=[CH:4][C:5]2[CH:11]3[CH2:12][CH:9]([CH2:10]3)[N:8]3[C:13]([CH:27]([OH:28])[C:26]4[N:22]([CH3:21])[N:23]=[CH:24][CH:25]=4)=[C:14]([C:16]([O:18][CH3:19])=[O:17])[N:15]=[C:7]3[C:6]=2[CH:20]=1. (3) Given the reactants [Br:1][C:2]1[N:7]=[C:6]([C:8]2[C:16]3[C:11](=[N:12][C:13](Cl)=[N:14][CH:15]=3)[N:10]([C:18]([C:31]3[CH:36]=[CH:35][CH:34]=[CH:33][CH:32]=3)([C:25]3[CH:30]=[CH:29][CH:28]=[CH:27][CH:26]=3)[C:19]3[CH:24]=[CH:23][CH:22]=[CH:21][CH:20]=3)[N:9]=2)[CH:5]=[CH:4][CH:3]=1.[CH3:37][C:38]([O:41][C:42]([NH:44][CH:45]1[CH2:50][CH2:49][CH:48]([NH2:51])[CH2:47][CH2:46]1)=[O:43])([CH3:40])[CH3:39].CCN(CC)CC, predict the reaction product. The product is: [C:38]([O:41][C:42](=[O:43])[NH:44][CH:45]1[CH2:46][CH2:47][CH:48]([NH:51][C:13]2[N:12]=[C:11]3[N:10]([C:18]([C:25]4[CH:30]=[CH:29][CH:28]=[CH:27][CH:26]=4)([C:19]4[CH:24]=[CH:23][CH:22]=[CH:21][CH:20]=4)[C:31]4[CH:36]=[CH:35][CH:34]=[CH:33][CH:32]=4)[N:9]=[C:8]([C:6]4[CH:5]=[CH:4][CH:3]=[C:2]([Br:1])[N:7]=4)[C:16]3=[CH:15][N:14]=2)[CH2:49][CH2:50]1)([CH3:40])([CH3:37])[CH3:39]. (4) Given the reactants [NH2:1][C:2](=[N:21][OH:22])[C:3]1[CH:4]=[CH:5][C:6]([F:20])=[C:7]([CH:19]=1)[CH2:8][N:9]([CH3:18])[CH2:10][C:11]([O:13][C:14]([CH3:17])([CH3:16])[CH3:15])=[O:12].[CH3:23][O:24][CH2:25][C:26]1[CH:27]=[C:28]([CH:32]=[CH:33][C:34]=1[N:35]1[CH2:40][CH2:39][CH2:38][CH2:37][CH:36]1[CH3:41])[C:29](O)=O, predict the reaction product. The product is: [F:20][C:6]1[CH:5]=[CH:4][C:3]([C:2]2[N:1]=[C:29]([C:28]3[CH:32]=[CH:33][C:34]([N:35]4[CH2:40][CH2:39][CH2:38][CH2:37][CH:36]4[CH3:41])=[C:26]([CH2:25][O:24][CH3:23])[CH:27]=3)[O:22][N:21]=2)=[CH:19][C:7]=1[CH2:8][N:9]([CH3:18])[CH2:10][C:11]([O:13][C:14]([CH3:17])([CH3:16])[CH3:15])=[O:12].